Predict the reactants needed to synthesize the given product. From a dataset of Full USPTO retrosynthesis dataset with 1.9M reactions from patents (1976-2016). Given the product [CH3:19][C:5]1[CH:4]=[C:3]([OH:2])[CH:8]=[CH:7][C:6]=1[C:9]1[N:10]2[CH:18]=[CH:17][N:16]=[C:11]2[N:12]=[N:13][C:14]=1[CH3:15], predict the reactants needed to synthesize it. The reactants are: C[O:2][C:3]1[CH:8]=[CH:7][C:6]([C:9]2[N:10]3[CH:18]=[CH:17][N:16]=[C:11]3[N:12]=[N:13][C:14]=2[CH3:15])=[C:5]([CH3:19])[CH:4]=1.B(Br)(Br)Br.